This data is from Forward reaction prediction with 1.9M reactions from USPTO patents (1976-2016). The task is: Predict the product of the given reaction. Given the reactants [N+:1]([C:4]1[CH:23]=[CH:22][C:7]([O:8][CH:9]2[CH2:14][CH2:13][N:12](C(OC(C)(C)C)=O)[CH2:11][CH2:10]2)=[C:6]([C:24]([F:27])([F:26])[F:25])[CH:5]=1)([O-:3])=[O:2].Cl, predict the reaction product. The product is: [N+:1]([C:4]1[CH:23]=[CH:22][C:7]([O:8][CH:9]2[CH2:14][CH2:13][NH:12][CH2:11][CH2:10]2)=[C:6]([C:24]([F:27])([F:25])[F:26])[CH:5]=1)([O-:3])=[O:2].